Task: Predict the product of the given reaction.. Dataset: Forward reaction prediction with 1.9M reactions from USPTO patents (1976-2016) Given the reactants Br[C:2]1[CH:7]=[CH:6][C:5]([N:8]([Si](C)(C)C)[Si](C)(C)C)=[CH:4][CH:3]=1.[Li]CCCC.[O:22]=[C:23]1[CH2:28][CH2:27][N:26]([C:29]([O:31][C:32]([CH3:35])([CH3:34])[CH3:33])=[O:30])[CH2:25][CH2:24]1, predict the reaction product. The product is: [NH2:8][C:5]1[CH:6]=[CH:7][C:2]([C:23]2([OH:22])[CH2:24][CH2:25][N:26]([C:29]([O:31][C:32]([CH3:34])([CH3:33])[CH3:35])=[O:30])[CH2:27][CH2:28]2)=[CH:3][CH:4]=1.